Task: Regression. Given two drug SMILES strings and cell line genomic features, predict the synergy score measuring deviation from expected non-interaction effect.. Dataset: NCI-60 drug combinations with 297,098 pairs across 59 cell lines Drug 1: C1=CN(C(=O)N=C1N)C2C(C(C(O2)CO)O)O.Cl. Drug 2: N.N.Cl[Pt+2]Cl. Cell line: HCT116. Synergy scores: CSS=63.3, Synergy_ZIP=-0.0716, Synergy_Bliss=-0.455, Synergy_Loewe=-3.86, Synergy_HSA=4.53.